Dataset: Full USPTO retrosynthesis dataset with 1.9M reactions from patents (1976-2016). Task: Predict the reactants needed to synthesize the given product. The reactants are: [Cl:1][C:2]1[CH:26]=[C:25]([Cl:27])[CH:24]=[CH:23][C:3]=1[CH2:4][N:5]1[C:14]2[C:9](=[CH:10][CH:11]=[C:12]([C:15]([O:17]C)=[O:16])[CH:13]=2)[C:8](=[O:19])[N:7]([CH2:20][CH3:21])[C:6]1=[O:22].[OH-].[Na+].Cl. Given the product [C:15]([C:12]1[CH:13]=[C:14]2[C:9]([C:8](=[O:19])[N:7]([CH2:20][CH3:21])[C:6](=[O:22])[N:5]2[CH2:4][C:3]2[CH:23]=[CH:24][C:25]([Cl:27])=[CH:26][C:2]=2[Cl:1])=[CH:10][CH:11]=1)([OH:17])=[O:16], predict the reactants needed to synthesize it.